Dataset: Full USPTO retrosynthesis dataset with 1.9M reactions from patents (1976-2016). Task: Predict the reactants needed to synthesize the given product. (1) Given the product [CH2:29]([NH:36][CH2:2][C:3]1[C:12]2[C:7](=[CH:8][C:9]([O:13][CH2:14][C:15]3[CH:20]=[CH:19][CH:18]=[C:17]([Cl:21])[CH:16]=3)=[CH:10][CH:11]=2)[O:6][C:5](=[O:22])[CH:4]=1)[C:30]1[CH:35]=[CH:34][CH:33]=[CH:32][CH:31]=1, predict the reactants needed to synthesize it. The reactants are: Cl[CH2:2][C:3]1[C:12]2[C:7](=[CH:8][C:9]([O:13][CH2:14][C:15]3[CH:20]=[CH:19][CH:18]=[C:17]([Cl:21])[CH:16]=3)=[CH:10][CH:11]=2)[O:6][C:5](=[O:22])[CH:4]=1.C([O-])([O-])=O.[K+].[K+].[CH2:29]([NH2:36])[C:30]1[CH:35]=[CH:34][CH:33]=[CH:32][CH:31]=1. (2) The reactants are: [CH2:1]([NH:5][C:6]([C:8]1[CH:13]=[CH:12][C:11]([N:14]2[C:18]([CH2:19][CH2:20][CH3:21])=[C:17]([C:22]([OH:24])=O)[N:16]=[N:15]2)=[CH:10][CH:9]=1)=[O:7])[CH2:2][CH2:3][CH3:4].C1C=C[C:28]2N(O)N=[N:31][C:29]=2[CH:30]=1.C1(N)CC1.CCN=C=NCCCN(C)C. Given the product [CH2:1]([NH:5][C:6]([C:8]1[CH:9]=[CH:10][C:11]([N:14]2[C:18]([CH2:19][CH2:20][CH3:21])=[C:17]([C:22]([NH:31][CH:29]3[CH2:30][CH2:28]3)=[O:24])[N:16]=[N:15]2)=[CH:12][CH:13]=1)=[O:7])[CH2:2][CH2:3][CH3:4], predict the reactants needed to synthesize it.